This data is from Full USPTO retrosynthesis dataset with 1.9M reactions from patents (1976-2016). The task is: Predict the reactants needed to synthesize the given product. (1) Given the product [CH3:10][N:9]1[CH2:8][CH2:7][O:6][C:5]2[CH:11]=[CH:12][C:2]([NH2:13])=[CH:3][C:4]1=2, predict the reactants needed to synthesize it. The reactants are: I[C:2]1[CH:12]=[CH:11][C:5]2[O:6][CH2:7][CH2:8][N:9]([CH3:10])[C:4]=2[CH:3]=1.[N:13]([O-])=O.[Na+]. (2) Given the product [NH2:27][C:23]1[N:24]=[CH:25][N:26]=[C:21]([NH:1][C@H:2]([C:5]2[N:6]([CH:17]3[CH2:18][CH2:19]3)[C:7](=[O:16])[C:8]3[C:13]([CH:14]=2)=[CH:12][CH:11]=[CH:10][C:9]=3[CH3:15])[CH2:3][CH3:4])[C:22]=1[C:28]1[O:29][C:30]([CH3:33])=[N:31][N:32]=1, predict the reactants needed to synthesize it. The reactants are: [NH2:1][C@H:2]([C:5]1[N:6]([CH:17]2[CH2:19][CH2:18]2)[C:7](=[O:16])[C:8]2[C:13]([CH:14]=1)=[CH:12][CH:11]=[CH:10][C:9]=2[CH3:15])[CH2:3][CH3:4].Cl[C:21]1[N:26]=[CH:25][N:24]=[C:23]([NH2:27])[C:22]=1[C:28]1[O:29][C:30]([CH3:33])=[N:31][N:32]=1.CCN(C(C)C)C(C)C.